Dataset: Reaction yield outcomes from USPTO patents with 853,638 reactions. Task: Predict the reaction yield, written as a fraction of the theoretical maximum amount of product (1.0 means a 100% yield; for example, 0.34 means a 34% yield). The reactants are I[C:2]1[CH:7]=[CH:6][CH:5]=[CH:4][CH:3]=1.[NH:8]1[CH2:13][CH2:12][O:11][CH2:10][CH2:9]1.N1CCC[C@H]1C(O)=O. The catalyst is [Cu]I.CS(C)=O. The product is [C:2]1([N:8]2[CH2:13][CH2:12][O:11][CH2:10][CH2:9]2)[CH:7]=[CH:6][CH:5]=[CH:4][CH:3]=1. The yield is 0.420.